Dataset: Full USPTO retrosynthesis dataset with 1.9M reactions from patents (1976-2016). Task: Predict the reactants needed to synthesize the given product. (1) Given the product [CH2:1]([C@H:8]1[CH2:24][CH2:12][O:11][C:10](=[O:13])[N:9]1[C:14](=[O:20])[C@@H:15]([C@@H:38]([C:35]1[CH:36]=[N:37][C:32]([Cl:31])=[CH:33][CH:34]=1)[OH:39])[CH2:16][CH2:17][C:18]#[CH:19])[C:2]1[CH:3]=[CH:4][CH:5]=[CH:6][CH:7]=1, predict the reactants needed to synthesize it. The reactants are: [CH2:1]([C@H:8]1[CH2:12][O:11][C:10](=[O:13])[N:9]1[C:14](=[O:20])[CH2:15][CH2:16][CH2:17][C:18]#[CH:19])[C:2]1[CH:7]=[CH:6][CH:5]=[CH:4][CH:3]=1.[Cl-].[Mg+2].[Cl-].[CH2:24](N(CC)CC)C.[Cl:31][C:32]1[N:37]=[CH:36][C:35]([CH:38]=[O:39])=[CH:34][CH:33]=1.Cl[Si](C)(C)C. (2) The reactants are: [H-].[Na+].[Br:3][C:4]1[CH:5]=[C:6]([CH:20]=[CH:21][CH:22]=1)[C:7]([C:9]1[CH:18]=[C:17]([CH3:19])[C:12]2[NH:13][C:14](=[O:16])[O:15][C:11]=2[CH:10]=1)=[O:8].I[CH3:24]. Given the product [Br:3][C:4]1[CH:5]=[C:6]([CH:20]=[CH:21][CH:22]=1)[C:7]([C:9]1[CH:18]=[C:17]([CH3:19])[C:12]2[N:13]([CH3:24])[C:14](=[O:16])[O:15][C:11]=2[CH:10]=1)=[O:8], predict the reactants needed to synthesize it. (3) Given the product [CH3:28][O:27][C:25](=[O:26])[CH2:24][CH2:23][C:22]1[S:39][C:18]([C@:5]2([CH2:15][O:16][CH3:17])[CH2:4][C@H:3]([O:2][CH3:1])[CH2:7][N:6]2[C:8]([O:10][C:11]([CH3:14])([CH3:13])[CH3:12])=[O:9])=[N:20][CH:21]=1, predict the reactants needed to synthesize it. The reactants are: [CH3:1][O:2][C@@H:3]1[CH2:7][N:6]([C:8]([O:10][C:11]([CH3:14])([CH3:13])[CH3:12])=[O:9])[C@@:5]([C:18]([NH:20][CH2:21][C:22](=O)[CH2:23][CH2:24][C:25]([O:27][CH3:28])=[O:26])=O)([CH2:15][O:16][CH3:17])[CH2:4]1.COC1C=CC(P2(SP(C3C=CC(OC)=CC=3)(=S)S2)=[S:39])=CC=1.[Cl-].[Na+].